This data is from Catalyst prediction with 721,799 reactions and 888 catalyst types from USPTO. The task is: Predict which catalyst facilitates the given reaction. (1) Reactant: [CH2:1]([N:8]1[CH2:14][CH:13]2[CH:15]([NH:16][CH3:17])[CH:10]([CH2:11][CH2:12]2)[CH2:9]1)[C:2]1[CH:7]=[CH:6][CH:5]=[CH:4][CH:3]=1.C[Al](C)C.[O:22]1[CH2:24][CH:23]1[CH2:25][O:26][C:27]1[CH:34]=[CH:33][C:30]([C:31]#[N:32])=[CH:29][CH:28]=1. Product: [CH2:1]([N:8]1[CH2:14][CH:13]2[CH:15]([N:16]([CH3:17])[CH2:24][CH:23]([OH:22])[CH2:25][O:26][C:27]3[CH:34]=[CH:33][C:30]([C:31]#[N:32])=[CH:29][CH:28]=3)[CH:10]([CH2:11][CH2:12]2)[CH2:9]1)[C:2]1[CH:3]=[CH:4][CH:5]=[CH:6][CH:7]=1. The catalyst class is: 4. (2) Reactant: [O:1]=[C:2]1[C:7]([O:8][C:9]2[CH:10]=[C:11]([C:17]#[N:18])[CH:12]=[C:13]([CH:16]=2)[C:14]#[N:15])=[C:6]([C:19]([F:22])([F:21])[F:20])[CH:5]=[CH:4][NH:3]1.Br[CH2:24][C:25]1[C:33]2[C:28](=[N:29][CH:30]=[CH:31][CH:32]=2)[N:27](C(OC(C)(C)C)=O)[N:26]=1.C(=O)([O-])[O-].[K+].[K+].O. Product: [O:1]=[C:2]1[C:7]([O:8][C:9]2[CH:10]=[C:11]([C:17]#[N:18])[CH:12]=[C:13]([CH:16]=2)[C:14]#[N:15])=[C:6]([C:19]([F:20])([F:22])[F:21])[CH:5]=[CH:4][N:3]1[CH2:24][C:25]1[C:33]2[C:28](=[N:29][CH:30]=[CH:31][CH:32]=2)[NH:27][N:26]=1. The catalyst class is: 9. (3) Reactant: [S:1]1[C:5]2[O:6][C:7]3[CH:15]=[CH:14][CH:13]=[CH:12][C:8]=3[NH:9][C:10](=[O:11])[C:4]=2[CH:3]=[CH:2]1.ClCCCl.[C:20](Cl)(=[O:22])[CH3:21].[Cl-].[Al+3].[Cl-].[Cl-]. Product: [C:20]([C:2]1[S:1][C:5]2[O:6][C:7]3[CH:15]=[CH:14][CH:13]=[CH:12][C:8]=3[NH:9][C:10](=[O:11])[C:4]=2[CH:3]=1)(=[O:22])[CH3:21]. The catalyst class is: 22. (4) Reactant: [CH2:1]1[C:9]2[C:4](=[CH:5][CH:6]=[CH:7][CH:8]=2)[CH2:3][CH:2]1[C@H:10]1[NH:15][C:14](=[O:16])[C@@H:13]([CH:17]([CH2:20][CH3:21])[CH2:18][CH3:19])[N:12]([CH2:22][C:23]2[CH:28]=[CH:27][CH:26]=[CH:25][C:24]=2[S:29](Cl)(=[O:31])=[O:30])[C:11]1=[O:33].[CH:34]([N:37](C(C)C)CC)(C)C.CN.CO. Product: [CH2:1]1[C:9]2[C:4](=[CH:5][CH:6]=[CH:7][CH:8]=2)[CH2:3][CH:2]1[C@H:10]1[NH:15][C:14](=[O:16])[C@@H:13]([CH:17]([CH2:20][CH3:21])[CH2:18][CH3:19])[N:12]([CH2:22][C:23]2[CH:28]=[CH:27][CH:26]=[CH:25][C:24]=2[S:29]([NH:37][CH3:34])(=[O:31])=[O:30])[C:11]1=[O:33]. The catalyst class is: 4. (5) Reactant: [Br:1][C:2]1[C:11]([Cl:12])=[C:10]2[C:5]([CH2:6][CH2:7][NH:8][C:9]2=[O:13])=[C:4]([Cl:14])[CH:3]=1.CC(C)([O-])C.[K+].[CH2:21]([O:28][C:29]1[C:34]([CH2:35]Cl)=[C:33]([O:37][CH3:38])[CH:32]=[C:31]([CH3:39])[N:30]=1)[C:22]1[CH:27]=[CH:26][CH:25]=[CH:24][CH:23]=1. Product: [CH2:21]([O:28][C:29]1[C:34]([CH2:35][N:8]2[CH2:7][CH2:6][C:5]3[C:10](=[C:11]([Cl:12])[C:2]([Br:1])=[CH:3][C:4]=3[Cl:14])[C:9]2=[O:13])=[C:33]([O:37][CH3:38])[CH:32]=[C:31]([CH3:39])[N:30]=1)[C:22]1[CH:23]=[CH:24][CH:25]=[CH:26][CH:27]=1. The catalyst class is: 13. (6) Reactant: [NH2:1][C@:2]12[CH2:45][CH2:44][C@@H:43]([C:46]([CH3:48])=[CH2:47])[C@@H:3]1[C@@H:4]1[C@@:17]([CH3:20])([CH2:18][CH2:19]2)[C@@:16]2([CH3:21])[C@@H:7]([C@:8]3([CH3:42])[C@@H:13]([CH2:14][CH2:15]2)[C:12]([CH3:23])([CH3:22])[C:11]([C:24]2[CH2:29][CH2:28][C@@:27]([CH2:40][F:41])([C:30]([O:32][CH2:33][C:34]4[CH:39]=[CH:38][CH:37]=[CH:36][CH:35]=4)=[O:31])[CH2:26][CH:25]=2)=[CH:10][CH2:9]3)[CH2:6][CH2:5]1.CC1C=CC(S(O[CH2:60][CH2:61][N:62]2[CH2:66][CH2:65][NH:64][C:63]2=[O:67])(=O)=O)=CC=1.[O-]P([O-])([O-])=O.[K+].[K+].[K+].[I-].[K+]. Product: [F:41][CH2:40][C@@:27]1([C:30]([O:32][CH2:33][C:34]2[CH:35]=[CH:36][CH:37]=[CH:38][CH:39]=2)=[O:31])[CH2:28][CH2:29][C:24]([C:11]2[C:12]([CH3:22])([CH3:23])[C@H:13]3[C@:8]([CH3:42])([CH2:9][CH:10]=2)[C@@H:7]2[C@:16]([CH3:21])([C@@:17]4([CH3:20])[C@H:4]([CH2:5][CH2:6]2)[C@H:3]2[C@H:43]([C:46]([CH3:48])=[CH2:47])[CH2:44][CH2:45][C@:2]2([NH:1][CH2:60][CH2:61][N:62]2[CH2:66][CH2:65][NH:64][C:63]2=[O:67])[CH2:19][CH2:18]4)[CH2:15][CH2:14]3)=[CH:25][CH2:26]1. The catalyst class is: 192. (7) Reactant: [C:1]([C:4]1[CH:12]=[C:8]([C:9]([OH:11])=[O:10])[C:7]([OH:13])=[CH:6][CH:5]=1)(=[O:3])[CH3:2].Cl.CN(C)[CH2:17][CH2:18][CH2:19]N=C=N.O.ON1C2C=CC=CC=2N=N1.C(O)CC. Product: [C:1]([C:4]1[CH:12]=[C:8]([C:9]([O:11][CH2:17][CH2:18][CH3:19])=[O:10])[C:7]([OH:13])=[CH:6][CH:5]=1)(=[O:3])[CH3:2]. The catalyst class is: 35. (8) Reactant: [CH2:1]([O:3][CH2:4][C@:5]1([C:18]([N:20]2[CH2:25][CH2:24][N:23]([C:26]3[CH:31]=[C:30]([C:32]([F:35])([F:34])[F:33])[CH:29]=[CH:28][N:27]=3)[CH2:22][CH2:21]2)=[O:19])[CH2:9][CH2:8][CH:7]([NH:10]C(=O)OC(C)(C)C)[CH2:6]1)[CH3:2].[ClH:36]. Product: [ClH:36].[ClH:36].[CH2:1]([O:3][CH2:4][C@:5]1([C:18]([N:20]2[CH2:21][CH2:22][N:23]([C:26]3[CH:31]=[C:30]([C:32]([F:35])([F:34])[F:33])[CH:29]=[CH:28][N:27]=3)[CH2:24][CH2:25]2)=[O:19])[CH2:9][CH2:8][C@@H:7]([NH2:10])[CH2:6]1)[CH3:2]. The catalyst class is: 28.